Task: Predict the reaction yield, written as a fraction of the theoretical maximum amount of product (1.0 means a 100% yield; for example, 0.34 means a 34% yield).. Dataset: Reaction yield outcomes from USPTO patents with 853,638 reactions (1) The reactants are [CH3:1][C:2]1[CH:11]=[C:10]2[C:5]([CH:6]=[CH:7][CH:8]=[N:9]2)=[CH:4][C:3]=1[OH:12].C(=O)([O-])[O-].[K+].[K+].C1C=CC(N([S:26]([C:29]([F:32])([F:31])[F:30])(=[O:28])=[O:27])[S:26]([C:29]([F:32])([F:31])[F:30])(=[O:28])=[O:27])=CC=1. The catalyst is C1COCC1. The product is [CH3:1][C:2]1[CH:11]=[C:10]2[C:5]([CH:6]=[CH:7][CH:8]=[N:9]2)=[CH:4][C:3]=1[O:12][S:26]([C:29]([F:32])([F:31])[F:30])(=[O:28])=[O:27]. The yield is 0.930. (2) The reactants are [CH3:1][O:2][C:3](=[O:21])/[CH:4]=[CH:5]/[C:6]1[CH:14]=[CH:13][C:12]2[C:8](=[C:9]([CH3:16])[N:10]([CH3:15])[N:11]=2)[C:7]=1[C:17]([O:19][CH3:20])=[O:18]. The catalyst is CO.[C].[Pd]. The product is [CH3:1][O:2][C:3](=[O:21])[CH2:4][CH2:5][C:6]1[CH:14]=[CH:13][C:12]2[C:8](=[C:9]([CH3:16])[N:10]([CH3:15])[N:11]=2)[C:7]=1[C:17]([O:19][CH3:20])=[O:18]. The yield is 0.910. (3) The reactants are [CH3:1][N:2]1[CH2:7][CH2:6][N:5]([CH2:8][CH2:9][CH2:10][NH2:11])[CH2:4][CH2:3]1.[OH-].[Na+].[Br:14][C:15]1[CH:16]=[C:17]([CH:21]=[CH:22][CH:23]=1)[C:18](Cl)=[O:19]. The catalyst is ClCCl. The product is [Br:14][C:15]1[CH:16]=[C:17]([CH:21]=[CH:22][CH:23]=1)[C:18]([NH:11][CH2:10][CH2:9][CH2:8][N:5]1[CH2:6][CH2:7][N:2]([CH3:1])[CH2:3][CH2:4]1)=[O:19]. The yield is 0.850. (4) The reactants are [F:1][C:2]1[CH:7]=[CH:6][CH:5]=[CH:4][C:3]=1[N:8]1[C:13]([CH3:14])=[CH:12][CH:11]=[C:10]([C:15]#N)[C:9]1=[O:17].[OH2:18].S(=O)(=O)(O)[OH:20]. No catalyst specified. The product is [F:1][C:2]1[CH:7]=[CH:6][CH:5]=[CH:4][C:3]=1[N:8]1[C:13]([CH3:14])=[CH:12][CH:11]=[C:10]([C:15]([OH:20])=[O:18])[C:9]1=[O:17]. The yield is 0.720. (5) The reactants are [Mg].II.Br[C:5]1[CH:10]=[CH:9][C:8]([C:11]2[CH:16]=[CH:15][CH:14]=[CH:13][CH:12]=2)=[C:7]([F:17])[CH:6]=1.[C:18](=[O:20])=[O:19]. The catalyst is C1COCC1. The product is [F:17][C:7]1[CH:6]=[C:5]([CH:10]=[CH:9][C:8]=1[C:11]1[CH:16]=[CH:15][CH:14]=[CH:13][CH:12]=1)[C:18]([OH:20])=[O:19]. The yield is 0.740.